This data is from Reaction yield outcomes from USPTO patents with 853,638 reactions. The task is: Predict the reaction yield, written as a fraction of the theoretical maximum amount of product (1.0 means a 100% yield; for example, 0.34 means a 34% yield). (1) The reactants are [CH2:1]([O:8][C:9]1[C:10]([C:23](O)=[O:24])=[N:11][CH:12]=[C:13]([O:15][CH2:16][C:17]2[CH:22]=[CH:21][CH:20]=[CH:19][CH:18]=2)[CH:14]=1)[C:2]1[CH:7]=[CH:6][CH:5]=[CH:4][CH:3]=1.Cl.[C:27]([O:31][C:32](=[O:35])[CH2:33][NH2:34])([CH3:30])([CH3:29])[CH3:28].C(N(C(C)C)CC)(C)C. The catalyst is CN(C=O)C.ON1C2C=CC=CC=2N=N1. The product is [C:27]([O:31][C:32](=[O:35])[CH2:33][NH:34][C:23]([C:10]1[C:9]([O:8][CH2:1][C:2]2[CH:7]=[CH:6][CH:5]=[CH:4][CH:3]=2)=[CH:14][C:13]([O:15][CH2:16][C:17]2[CH:22]=[CH:21][CH:20]=[CH:19][CH:18]=2)=[CH:12][N:11]=1)=[O:24])([CH3:30])([CH3:29])[CH3:28]. The yield is 0.990. (2) The reactants are Cl[C:2]1[N:7]=[C:6]([N:8]2[CH2:13][CH2:12][O:11][CH2:10][CH2:9]2)[N:5]=[C:4]([N:14]2[C:18]3[CH:19]=[CH:20][CH:21]=[C:22]([O:23][CH3:24])[C:17]=3[N:16]=[C:15]2[CH:25]([F:27])[F:26])[N:3]=1.[C:28]([O:32][C:33]([NH:35][C:36]1[CH:41]=[CH:40][C:39](B(O)O)=[CH:38][CH:37]=1)=[O:34])([CH3:31])([CH3:30])[CH3:29].C([O-])([O-])=O.[K+].[K+]. The catalyst is O1CCOCC1.O.C1C=CC(P(C2C=CC=CC=2)[C-]2C=CC=C2)=CC=1.C1C=CC(P(C2C=CC=CC=2)[C-]2C=CC=C2)=CC=1.Cl[Pd]Cl.[Fe+2]. The product is [F:26][CH:25]([F:27])[C:15]1[N:14]([C:4]2[N:5]=[C:6]([N:8]3[CH2:13][CH2:12][O:11][CH2:10][CH2:9]3)[N:7]=[C:2]([C:39]3[CH:38]=[CH:37][C:36]([NH:35][C:33](=[O:34])[O:32][C:28]([CH3:30])([CH3:29])[CH3:31])=[CH:41][CH:40]=3)[N:3]=2)[C:18]2[CH:19]=[CH:20][CH:21]=[C:22]([O:23][CH3:24])[C:17]=2[N:16]=1. The yield is 0.710. (3) The reactants are [CH3:1][S:2]([CH3:5])(=[O:4])=[O:3].[Li]CCCC.CN(P(N(C)C)(N(C)C)=O)C.[Br:22][C:23]1[CH:28]=[CH:27][C:26]([NH:29][C:30]2[C:31]([CH:40]=[O:41])=[CH:32][C:33]3[NH:37][CH:36]=[N:35][C:34]=3[C:38]=2[F:39])=[C:25]([Cl:42])[CH:24]=1. The catalyst is C1COCC1. The product is [Br:22][C:23]1[CH:28]=[CH:27][C:26]([NH:29][C:30]2[C:31]([CH:40]([OH:41])[CH2:1][S:2]([CH3:5])(=[O:4])=[O:3])=[CH:32][C:33]3[NH:37][CH:36]=[N:35][C:34]=3[C:38]=2[F:39])=[C:25]([Cl:42])[CH:24]=1. The yield is 0.960. (4) The reactants are [C:1]([CH2:3]/[C:4](=[CH:10]\[C:11]1[CH:16]=[CH:15][C:14]([C:17]([F:23])([F:22])[C:18]([F:21])([F:20])[F:19])=[CH:13][C:12]=1[N+:24]([O-])=O)/[C:5]([O:7][CH2:8][CH3:9])=[O:6])#[N:2]. The catalyst is [Fe].C(O)(=O)C. The product is [NH2:2][C:1]1[CH2:3][C:4]([C:5]([O:7][CH2:8][CH3:9])=[O:6])=[CH:10][C:11]2[CH:16]=[CH:15][C:14]([C:17]([F:23])([F:22])[C:18]([F:21])([F:20])[F:19])=[CH:13][C:12]=2[N:24]=1. The yield is 0.740. (5) The reactants are [NH2:1][C:2]1[CH:3]=[C:4]([F:10])[C:5]([CH2:8][OH:9])=[N:6][CH:7]=1.C(N(C(C)C)C(C)C)C.[Cl:20][C:21]1[CH:22]=[C:23]([N:27]2[C:31]([CH2:32][NH:33][C:34](=O)[O:35]C3C=CC=CC=3)=[CH:30][C:29]([C:43]([F:46])([F:45])[F:44])=[N:28]2)[CH:24]=[CH:25][CH:26]=1. The catalyst is O1CCCC1. The product is [Cl:20][C:21]1[CH:22]=[C:23]([N:27]2[C:31]([CH2:32][NH:33][C:34]([NH:1][C:2]3[CH:7]=[N:6][C:5]([CH2:8][OH:9])=[C:4]([F:10])[CH:3]=3)=[O:35])=[CH:30][C:29]([C:43]([F:44])([F:45])[F:46])=[N:28]2)[CH:24]=[CH:25][CH:26]=1. The yield is 0.140. (6) The reactants are [CH2:1]([NH:3][C:4]1[C:9]([CH2:10][C:11]2[CH:16]=[C:15]([O:17][CH3:18])[C:14]([O:19][CH3:20])=[CH:13][C:12]=2[CH:21]([CH3:23])[CH3:22])=[CH:8][N:7]=[C:6](SC)[N:5]=1)[CH3:2].O.[CH2:27]1COCC1.O[O:33][S:34]([O-:36])=O.[K+]. The catalyst is O. The product is [CH2:1]([NH:3][C:4]1[C:9]([CH2:10][C:11]2[CH:16]=[C:15]([O:17][CH3:18])[C:14]([O:19][CH3:20])=[CH:13][C:12]=2[CH:21]([CH3:22])[CH3:23])=[CH:8][N:7]=[C:6]([S:34]([CH3:27])(=[O:36])=[O:33])[N:5]=1)[CH3:2]. The yield is 0.920. (7) The yield is 0.290. The product is [CH2:1]([N:3]1[CH2:7][CH2:6][N:5]([C:8]2[CH:13]=[CH:12][N:11]=[C:10]([C:20]#[N:21])[CH:9]=2)[C:4]1=[O:14])[CH3:2]. The catalyst is [N+](CC)([O-])=O. The reactants are [CH2:1]([N+:3]1([O-])[CH2:7][CH2:6][N:5]([C:8]2[CH:13]=[CH:12][N:11]=[CH:10][CH:9]=2)[C:4]1=[O:14])[CH3:2].C[Si]([C:20]#[N:21])(C)C.CN(C)C(Cl)=O.